This data is from Forward reaction prediction with 1.9M reactions from USPTO patents (1976-2016). The task is: Predict the product of the given reaction. (1) Given the reactants CCC([N-:5][S:6]([C:9]1[CH:10]=[CH:11][C:12]([C:15]2[C:19]([C:20]3[CH:21]=[CH:22][CH:23]=[CH:24][CH:25]=3)=[N:18][O:17][C:16]=2[CH3:26])=[CH:13][CH:14]=1)(=[O:8])=[O:7])=O.[Na+], predict the reaction product. The product is: [CH3:26][C:16]1[O:17][N:18]=[C:19]([C:20]2[CH:21]=[CH:22][CH:23]=[CH:24][CH:25]=2)[C:15]=1[C:12]1[CH:11]=[CH:10][C:9]([S:6]([NH2:5])(=[O:8])=[O:7])=[CH:14][CH:13]=1. (2) Given the reactants C([BH3-])#N.[Na+].[N:5](=[C:7]([CH3:25])[CH2:8][CH2:9][CH2:10][CH2:11][N:12]1[C:21](=[O:22])[C:20]2[N:19]([CH3:23])[CH:18]=[N:17][C:16]=2[N:15]([CH3:24])[C:13]1=[O:14])[OH:6].Cl, predict the reaction product. The product is: [OH:6][NH:5][CH:7]([CH3:25])[CH2:8][CH2:9][CH2:10][CH2:11][N:12]1[C:21](=[O:22])[C:20]2[N:19]([CH3:23])[CH:18]=[N:17][C:16]=2[N:15]([CH3:24])[C:13]1=[O:14]. (3) The product is: [C:74]([CH2:73][C:69]1([N:67]2[CH:68]=[C:64]([C:63]3[C:58]4[CH:57]=[CH:56][N:55]([CH2:54][O:53][CH2:52][CH2:51][Si:50]([CH3:76])([CH3:49])[CH3:77])[C:59]=4[N:60]=[CH:61][N:62]=3)[CH:65]=[N:66]2)[CH2:70][N:71]([C:79]2[N:80]=[CH:81][C:82]([C:85]([O:87][CH3:88])=[O:86])=[N:83][CH:84]=2)[CH2:72]1)#[N:75]. Given the reactants C1C=CC(P(C2C=CC3C(=CC=CC=3)C=2C2C3C(=CC=CC=3)C=CC=2P(C2C=CC=CC=2)C2C=CC=CC=2)C2C=CC=CC=2)=CC=1.Cl.Cl.[CH3:49][Si:50]([CH3:77])([CH3:76])[CH2:51][CH2:52][O:53][CH2:54][N:55]1[C:59]2[N:60]=[CH:61][N:62]=[C:63]([C:64]3[CH:65]=[N:66][N:67]([C:69]4([CH2:73][C:74]#[N:75])[CH2:72][NH:71][CH2:70]4)[CH:68]=3)[C:58]=2[CH:57]=[CH:56]1.Cl[C:79]1[N:80]=[CH:81][C:82]([C:85]([O:87][CH3:88])=[O:86])=[N:83][CH:84]=1.C(=O)([O-])[O-].[Cs+].[Cs+], predict the reaction product. (4) Given the reactants [H-].[Na+].C1COCC1.CC1C=CC(S(O[CH2:19][CH2:20][N:21]2[CH:25]=[C:24]([I:26])[CH:23]=[C:22]2[CH2:27][OH:28])(=O)=O)=CC=1, predict the reaction product. The product is: [I:26][C:24]1[CH:23]=[C:22]2[N:21]([CH:25]=1)[CH2:20][CH2:19][O:28][CH2:27]2. (5) Given the reactants C(N(CC)CC)C.[C:8]1([CH3:18])[CH:13]=[CH:12][C:11]([S:14](Cl)(=[O:16])=[O:15])=[CH:10][CH:9]=1.[Cl:19][C:20]1[N:25]=[C:24]([N:26]([C:34]([O:36][C:37]([CH3:40])([CH3:39])[CH3:38])=[O:35])[C:27]([O:29][C:30]([CH3:33])([CH3:32])[CH3:31])=[O:28])[N:23]=[C:22]2[N:41]([CH2:52][C:53]3[C:58]([CH3:59])=[C:57]([O:60][CH3:61])[C:56]([CH3:62])=[CH:55][N:54]=3)[N:42]=[C:43]([CH2:44][CH:45]3COC(C)(C)[O:46]3)[C:21]=12, predict the reaction product. The product is: [CH3:18][C:8]1[CH:13]=[CH:12][C:11]([S:14]([O:46][CH2:45][CH2:44][C:43]2[C:21]3[C:22](=[N:23][C:24]([N:26]([C:27]([O:29][C:30]([CH3:33])([CH3:31])[CH3:32])=[O:28])[C:34]([O:36][C:37]([CH3:40])([CH3:39])[CH3:38])=[O:35])=[N:25][C:20]=3[Cl:19])[N:41]([CH2:52][C:53]3[C:58]([CH3:59])=[C:57]([O:60][CH3:61])[C:56]([CH3:62])=[CH:55][N:54]=3)[N:42]=2)(=[O:16])=[O:15])=[CH:10][CH:9]=1. (6) The product is: [CH2:30]([S:27]([C:23]1[CH:22]=[C:21]([CH:26]=[CH:25][CH:24]=1)[O:20][C:19]1[CH:32]=[CH:33][C:16]([C:14]2[N:7]3[CH:8]=[CH:9][CH:10]=[C:11]([C:12]#[N:13])[C:6]3=[N:5][C:4]=2[CH:1]([CH3:3])[CH3:2])=[CH:17][CH:18]=1)(=[O:29])=[O:28])[CH3:31]. Given the reactants [CH:1]([C:4]1[N:5]=[C:6]2[C:11]([C:12]#[N:13])=[CH:10][CH:9]=[CH:8][N:7]2[CH:14]=1)([CH3:3])[CH3:2].Br[C:16]1[CH:33]=[CH:32][C:19]([O:20][C:21]2[CH:26]=[CH:25][CH:24]=[C:23]([S:27]([CH2:30][CH3:31])(=[O:29])=[O:28])[CH:22]=2)=[CH:18][CH:17]=1, predict the reaction product.